From a dataset of hERG potassium channel inhibition data for cardiac toxicity prediction from Karim et al.. Regression/Classification. Given a drug SMILES string, predict its toxicity properties. Task type varies by dataset: regression for continuous values (e.g., LD50, hERG inhibition percentage) or binary classification for toxic/non-toxic outcomes (e.g., AMES mutagenicity, cardiotoxicity, hepatotoxicity). Dataset: herg_karim. The compound is COc1ccc(CCCOC(Cn2ccnc2)c2ccc(OC)cc2)cc1. The result is 1 (blocker).